Dataset: Full USPTO retrosynthesis dataset with 1.9M reactions from patents (1976-2016). Task: Predict the reactants needed to synthesize the given product. (1) Given the product [CH3:1][NH:2][C:3]([C:5]1[C:9]2[CH:10]=[C:11]([CH:17]3[CH2:18][CH2:19]3)[C:12]([C:14]([OH:16])([CH3:15])[CH3:43])=[CH:13][C:8]=2[O:7][C:6]=1[C:20]1[CH:21]=[CH:22][C:23]([O:40][C:37]2[CH:38]=[CH:39][C:34]([F:33])=[CH:35][CH:36]=2)=[CH:24][CH:25]=1)=[O:4], predict the reactants needed to synthesize it. The reactants are: [CH3:1][NH:2][C:3]([C:5]1[C:9]2[CH:10]=[C:11]([CH:17]3[CH2:19][CH2:18]3)[C:12]([C:14](=[O:16])[CH3:15])=[CH:13][C:8]=2[O:7][C:6]=1[C:20]1[CH:25]=[CH:24][C:23](OC2C=CC=CC=2)=[CH:22][CH:21]=1)=[O:4].[F:33][C:34]1[CH:39]=[CH:38][C:37]([OH:40])=[CH:36][CH:35]=1.CN.[CH3:43][Mg]Br. (2) Given the product [Br:1][C:2]1[CH:18]=[CH:17][C:5]([C:6]([N:8]([CH2:9][C:10]2[CH:15]=[CH:14][CH:13]=[CH:12][C:11]=2[F:16])[CH2:21][C:22]([OH:23])([CH3:25])[CH3:24])=[O:7])=[CH:4][C:3]=1[O:19][CH3:20], predict the reactants needed to synthesize it. The reactants are: [Br:1][C:2]1[CH:18]=[CH:17][C:5]([C:6]([NH:8][CH2:9][C:10]2[CH:15]=[CH:14][CH:13]=[CH:12][C:11]=2[F:16])=[O:7])=[CH:4][C:3]=1[O:19][CH3:20].[CH3:21][C:22]1([CH3:25])[CH2:24][O:23]1.C([O-])([O-])=O.[Cs+].[Cs+]. (3) Given the product [NH2:3][C:4]1[CH:5]=[CH:6][C:7]([N:10]2[CH:14]=[CH:13][N:12]=[C:11]2[S:15][CH3:18])=[CH:8][CH:9]=1, predict the reactants needed to synthesize it. The reactants are: Cl.Cl.[NH2:3][C:4]1[CH:9]=[CH:8][C:7]([N:10]2[CH:14]=[CH:13][N:12]=[C:11]2[SH:15])=[CH:6][CH:5]=1.CI.[CH3:18]CN(CC)CC. (4) Given the product [NH2:23][C:20]1[N:19]=[C:18]([NH2:24])[C:17]([CH2:16][C:13]2[CH:12]=[C:11]([OH:25])[C:10]3[CH:9]=[CH:8][N:7]([CH3:6])[C:15]=3[CH:14]=2)=[CH:22][N:21]=1, predict the reactants needed to synthesize it. The reactants are: S(=O)(=O)(O)O.[CH3:6][N:7]1[C:15]2[C:10](=[C:11]([O:25]COCC[Si](C)(C)C)[CH:12]=[C:13]([CH2:16][C:17]3[C:18]([NH2:24])=[N:19][C:20]([NH2:23])=[N:21][CH:22]=3)[CH:14]=2)[CH:9]=[CH:8]1. (5) Given the product [CH:28]1([CH2:33][CH:34]([C:38]2[CH:43]=[CH:42][C:41]([S:44]([CH3:47])(=[O:46])=[O:45])=[CH:40][CH:39]=2)[C:35]([NH:48][C:49]2[CH:54]=[CH:53][C:52]([CH3:55])=[CH:51][N:50]=2)=[O:37])[CH2:29][CH2:30][CH2:31][CH2:32]1, predict the reactants needed to synthesize it. The reactants are: C1(P(C2C=CC=CC=2)C2C=CC=CC=2)C=CC=CC=1.BrN1C(=O)CCC1=O.[CH:28]1([CH2:33][CH:34]([C:38]2[CH:43]=[CH:42][C:41]([S:44]([CH3:47])(=[O:46])=[O:45])=[CH:40][CH:39]=2)[C:35]([OH:37])=O)[CH2:32][CH2:31][CH2:30][CH2:29]1.[NH2:48][C:49]1[CH:54]=[CH:53][C:52]([CH3:55])=[CH:51][N:50]=1. (6) Given the product [C:10]([BH:12][F:13])#[N:11].[CH2:5]([N:7]([CH3:9])[CH3:8])[CH3:6], predict the reactants needed to synthesize it. The reactants are: C(BBr)#N.[CH2:5]([N:7]([CH3:9])[CH3:8])[CH3:6].[C:10]([BH:12][F:13])#[N:11].CN(C)C.